Dataset: Forward reaction prediction with 1.9M reactions from USPTO patents (1976-2016). Task: Predict the product of the given reaction. (1) Given the reactants [Cl:1][C:2]1[CH:7]=[CH:6][C:5]([C:8]2[N:13]=[CH:12][N:11]3[C:14](=[O:17])[NH:15][N:16]=[C:10]3[CH:9]=2)=[CH:4][CH:3]=1.Cl[CH2:19][C:20]1[CH:21]=[CH:22][C:23]([C:26]([F:29])([F:28])[F:27])=[N:24][CH:25]=1.C([O-])([O-])=O.[K+].[K+].O, predict the reaction product. The product is: [Cl:1][C:2]1[CH:7]=[CH:6][C:5]([C:8]2[N:13]=[CH:12][N:11]3[C:14](=[O:17])[N:15]([CH2:19][C:20]4[CH:25]=[N:24][C:23]([C:26]([F:29])([F:27])[F:28])=[CH:22][CH:21]=4)[N:16]=[C:10]3[CH:9]=2)=[CH:4][CH:3]=1. (2) Given the reactants [CH2:1]1[C:10]2[C:5](=[CH:6][CH:7]=[CH:8][CH:9]=2)[CH2:4][CH2:3][N:2]1[C:11]([O:13][C@H:14]1[CH2:18][C@@H:17]([C:19](=[O:40])[NH:20][C@@H:21]([C:36]([CH3:39])([CH3:38])[CH3:37])[C:22]([NH:24][C@@H:25]([CH:30]2[CH2:35][CH2:34][CH2:33][CH2:32][CH2:31]2)[C:26]([NH:28][CH3:29])=[O:27])=[O:23])[N:16](CC)[CH2:15]1)=[O:12].C(Cl)Cl.C(O)(C(F)(F)F)=O, predict the reaction product. The product is: [CH2:1]1[C:10]2[C:5](=[CH:6][CH:7]=[CH:8][CH:9]=2)[CH2:4][CH2:3][N:2]1[C:11]([O:13][C@H:14]1[CH2:18][C@@H:17]([C:19](=[O:40])[NH:20][C@@H:21]([C:36]([CH3:38])([CH3:37])[CH3:39])[C:22]([NH:24][C@@H:25]([CH:30]2[CH2:31][CH2:32][CH2:33][CH2:34][CH2:35]2)[C:26]([NH:28][CH3:29])=[O:27])=[O:23])[NH:16][CH2:15]1)=[O:12]. (3) Given the reactants [H-].[Na+].Br[CH2:4][C:5]([O:7][CH2:8][CH3:9])=[O:6].[C:10]([N:13]1[C:17]2[C:18]([Br:22])=[CH:19][CH:20]=[CH:21][C:16]=2[NH:15][C:14]1=[O:23])(=[O:12])[CH3:11], predict the reaction product. The product is: [C:10]([N:13]1[C:17]2[C:18]([Br:22])=[CH:19][CH:20]=[CH:21][C:16]=2[N:15]([CH2:4][C:5]([O:7][CH2:8][CH3:9])=[O:6])[C:14]1=[O:23])(=[O:12])[CH3:11]. (4) Given the reactants [CH3:1][O:2][C:3]1[C:4]([NH:25][C:26]2[CH:31]=[CH:30][N:29]=[CH:28][CH:27]=2)=[N:5][C:6]([C:9]2[C:17]3[C:12](=[CH:13][CH:14]=[CH:15][CH:16]=3)[N:11]([C:18]([O:20][C:21]([CH3:24])([CH3:23])[CH3:22])=[O:19])[N:10]=2)=[N:7][CH:8]=1.[C:32](Cl)(=[O:37])[O:33][CH2:34][CH:35]=[CH2:36], predict the reaction product. The product is: [CH3:1][O:2][C:3]1[C:4]([N:25]([C:32]([O:33][CH2:34][CH:35]=[CH2:36])=[O:37])[C:26]2[CH:31]=[CH:30][N:29]=[CH:28][CH:27]=2)=[N:5][C:6]([C:9]2[C:17]3[C:12](=[CH:13][CH:14]=[CH:15][CH:16]=3)[N:11]([C:18]([O:20][C:21]([CH3:24])([CH3:22])[CH3:23])=[O:19])[N:10]=2)=[N:7][CH:8]=1. (5) The product is: [Cl:8][C:5]1[CH:6]=[CH:7][C:2]([C:27]2[O:26][C:25]([C:29]([O:31][CH2:32][CH3:33])=[O:30])=[C:24]([C:21]3[CH:20]=[CH:19][C:18]([S:14](=[O:16])(=[O:17])[NH2:15])=[CH:23][CH:22]=3)[CH:28]=2)=[CH:3][CH:4]=1. Given the reactants Br[C:2]1[CH:7]=[CH:6][C:5]([Cl:8])=[CH:4][CH:3]=1.C([O-])(=O)C.[K+].[S:14]([C:18]1[CH:23]=[CH:22][C:21]([C:24]2[CH:28]=[CH:27][O:26][C:25]=2[C:29]([O:31][CH2:32][CH3:33])=[O:30])=[CH:20][CH:19]=1)(=[O:17])(=[O:16])[NH2:15], predict the reaction product. (6) Given the reactants [Br:1][C:2]1[C:11]2[CH2:10][N:9]([CH3:12])[CH2:8][CH2:7][C:6]=2[C:5]([NH2:13])=[C:4]([N+:14]([O-])=O)[CH:3]=1, predict the reaction product. The product is: [Br:1][C:2]1[CH:3]=[C:4]([NH2:14])[C:5]([NH2:13])=[C:6]2[C:11]=1[CH2:10][N:9]([CH3:12])[CH2:8][CH2:7]2.